Task: Binary Classification. Given a drug SMILES string, predict its activity (active/inactive) in a high-throughput screening assay against a specified biological target.. Dataset: Tyrosyl-DNA phosphodiesterase HTS with 341,365 compounds (1) The molecule is o1c2c(nc1/C(=C\Nc1cc(NC(=O)C)ccc1)C=O)cccc2. The result is 0 (inactive). (2) The drug is S1CC(=O)N(CCNC(=O)CSc2n(c(=O)c3c(n2)cccc3)C)C1=O. The result is 0 (inactive).